This data is from NCI-60 drug combinations with 297,098 pairs across 59 cell lines. The task is: Regression. Given two drug SMILES strings and cell line genomic features, predict the synergy score measuring deviation from expected non-interaction effect. (1) Drug 1: C1C(C(OC1N2C=NC3=C2NC=NCC3O)CO)O. Drug 2: CC1C(C(CC(O1)OC2CC(CC3=C2C(=C4C(=C3O)C(=O)C5=C(C4=O)C(=CC=C5)OC)O)(C(=O)CO)O)N)O.Cl. Cell line: SF-268. Synergy scores: CSS=45.6, Synergy_ZIP=1.60, Synergy_Bliss=1.50, Synergy_Loewe=-32.8, Synergy_HSA=0.0844. (2) Drug 1: CC1=C2C(C(=O)C3(C(CC4C(C3C(C(C2(C)C)(CC1OC(=O)C(C(C5=CC=CC=C5)NC(=O)OC(C)(C)C)O)O)OC(=O)C6=CC=CC=C6)(CO4)OC(=O)C)OC)C)OC. Drug 2: CCC1(CC2CC(C3=C(CCN(C2)C1)C4=CC=CC=C4N3)(C5=C(C=C6C(=C5)C78CCN9C7C(C=CC9)(C(C(C8N6C=O)(C(=O)OC)O)OC(=O)C)CC)OC)C(=O)OC)O.OS(=O)(=O)O. Cell line: SR. Synergy scores: CSS=97.9, Synergy_ZIP=10.6, Synergy_Bliss=9.67, Synergy_Loewe=9.12, Synergy_HSA=11.8. (3) Drug 1: CC1OCC2C(O1)C(C(C(O2)OC3C4COC(=O)C4C(C5=CC6=C(C=C35)OCO6)C7=CC(=C(C(=C7)OC)O)OC)O)O. Drug 2: CCC1=C2CN3C(=CC4=C(C3=O)COC(=O)C4(CC)O)C2=NC5=C1C=C(C=C5)O. Cell line: RXF 393. Synergy scores: CSS=29.4, Synergy_ZIP=-8.76, Synergy_Bliss=-7.17, Synergy_Loewe=-2.27, Synergy_HSA=-1.01. (4) Drug 1: CCC1(CC2CC(C3=C(CCN(C2)C1)C4=CC=CC=C4N3)(C5=C(C=C6C(=C5)C78CCN9C7C(C=CC9)(C(C(C8N6C=O)(C(=O)OC)O)OC(=O)C)CC)OC)C(=O)OC)O.OS(=O)(=O)O. Drug 2: C1CC(C1)(C(=O)O)C(=O)O.[NH2-].[NH2-].[Pt+2]. Cell line: ACHN. Synergy scores: CSS=18.7, Synergy_ZIP=-4.60, Synergy_Bliss=-2.79, Synergy_Loewe=-2.01, Synergy_HSA=-1.88. (5) Drug 2: CC12CCC3C(C1CCC2O)C(CC4=C3C=CC(=C4)O)CCCCCCCCCS(=O)CCCC(C(F)(F)F)(F)F. Drug 1: C1CCC(CC1)NC(=O)N(CCCl)N=O. Cell line: TK-10. Synergy scores: CSS=7.15, Synergy_ZIP=-3.03, Synergy_Bliss=-3.42, Synergy_Loewe=-3.36, Synergy_HSA=-3.28. (6) Drug 1: C1CC(=O)NC(=O)C1N2CC3=C(C2=O)C=CC=C3N. Drug 2: CCC1=C2CN3C(=CC4=C(C3=O)COC(=O)C4(CC)O)C2=NC5=C1C=C(C=C5)O. Cell line: SW-620. Synergy scores: CSS=19.8, Synergy_ZIP=-6.19, Synergy_Bliss=-10.9, Synergy_Loewe=-17.1, Synergy_HSA=-8.80. (7) Cell line: OVCAR3. Drug 2: CC1C(C(=O)NC(C(=O)N2CCCC2C(=O)N(CC(=O)N(C(C(=O)O1)C(C)C)C)C)C(C)C)NC(=O)C3=C4C(=C(C=C3)C)OC5=C(C(=O)C(=C(C5=N4)C(=O)NC6C(OC(=O)C(N(C(=O)CN(C(=O)C7CCCN7C(=O)C(NC6=O)C(C)C)C)C)C(C)C)C)N)C. Synergy scores: CSS=17.1, Synergy_ZIP=-8.36, Synergy_Bliss=-2.76, Synergy_Loewe=-2.83, Synergy_HSA=-2.64. Drug 1: COC1=CC(=CC(=C1O)OC)C2C3C(COC3=O)C(C4=CC5=C(C=C24)OCO5)OC6C(C(C7C(O6)COC(O7)C8=CC=CS8)O)O.